From a dataset of Forward reaction prediction with 1.9M reactions from USPTO patents (1976-2016). Predict the product of the given reaction. (1) Given the reactants [NH2:1][C:2]1[C:3](=[O:15])[N:4]([C:9]2[CH:14]=[CH:13][CH:12]=[CH:11][CH:10]=2)[N:5]([CH3:8])[C:6]=1[CH3:7].[Cl:16][C:17]1[CH:22]=[CH:21][CH:20]=[CH:19][C:18]=1[OH:23].N, predict the reaction product. The product is: [Cl:16][C:17]1[C:18](=[O:23])[CH:19]=[CH:20]/[C:21](=[N:1]/[C:2]2[C:3](=[O:15])[N:4]([C:9]3[CH:10]=[CH:11][CH:12]=[CH:13][CH:14]=3)[N:5]([CH3:8])[C:6]=2[CH3:7])/[CH:22]=1. (2) Given the reactants [NH2:1][C:2]1[CH:10]=[CH:9][CH:8]=[C:7]([O:11][CH3:12])[C:3]=1[C:4]([OH:6])=O.[NH2:13][CH2:14][CH2:15][CH2:16][C@H:17]1[O:21][C:20](=[O:22])[N:19]([C:23]2[CH:24]=[CH:25][C:26]3[S:31][CH2:30][C:29](=[O:32])[NH:28][C:27]=3[CH:33]=2)[CH2:18]1, predict the reaction product. The product is: [NH2:1][C:2]1[CH:10]=[CH:9][CH:8]=[C:7]([O:11][CH3:12])[C:3]=1[C:4]([NH:13][CH2:14][CH2:15][CH2:16][C@H:17]1[O:21][C:20](=[O:22])[N:19]([C:23]2[CH:24]=[CH:25][C:26]3[S:31][CH2:30][C:29](=[O:32])[NH:28][C:27]=3[CH:33]=2)[CH2:18]1)=[O:6]. (3) Given the reactants Br[C:2]1[N:7]2[CH:8]=[N:9][CH:10]=[C:6]2[C:5](=[O:11])[N:4]([CH3:12])[CH:3]=1.[F:13][C:14]1[CH:36]=[C:35]([F:37])[CH:34]=[CH:33][C:15]=1[O:16][C:17]1[CH:23]=[CH:22][C:20]([NH2:21])=[CH:19][C:18]=1B1OC(C)(C)C(C)(C)O1.C([O-])(O)=O.[Na+].N#N, predict the reaction product. The product is: [NH2:21][C:20]1[CH:22]=[CH:23][C:17]([O:16][C:15]2[CH:33]=[CH:34][C:35]([F:37])=[CH:36][C:14]=2[F:13])=[C:18]([C:2]2[N:7]3[CH:8]=[N:9][CH:10]=[C:6]3[C:5](=[O:11])[N:4]([CH3:12])[CH:3]=2)[CH:19]=1. (4) The product is: [CH3:34][N:35]([CH3:55])[C:36]1[N:37]=[CH:38][C:39]([C:2]2[CH:3]=[CH:4][C:5]([CH2:6][CH:7]3[C:16]4[C:11](=[CH:12][C:13]([O:17][CH2:18][C:19]5[CH:20]=[CH:21][CH:22]=[CH:23][CH:24]=5)=[CH:14][CH:15]=4)[CH2:10][CH2:9][N:8]3[C:25]3[CH:30]=[CH:29][C:28]([F:31])=[CH:27][CH:26]=3)=[CH:32][CH:33]=2)=[CH:40][CH:41]=1. Given the reactants Br[C:2]1[CH:33]=[CH:32][C:5]([CH2:6][CH:7]2[C:16]3[C:11](=[CH:12][C:13]([O:17][CH2:18][C:19]4[CH:24]=[CH:23][CH:22]=[CH:21][CH:20]=4)=[CH:14][CH:15]=3)[CH2:10][CH2:9][N:8]2[C:25]2[CH:30]=[CH:29][C:28]([F:31])=[CH:27][CH:26]=2)=[CH:4][CH:3]=1.[CH3:34][N:35]([CH3:55])[C:36]1[CH:41]=[CH:40][C:39]([Sn](CCCC)(CCCC)CCCC)=[CH:38][N:37]=1, predict the reaction product. (5) Given the reactants [OH:1][CH:2]([C:14]1[C:23]2[C:18](=[CH:19][CH:20]=[C:21]([O:24][CH3:25])[CH:22]=2)[N:17]=[CH:16][CH:15]=1)[CH2:3][CH2:4][C@@H:5]1[CH2:10][CH2:9][NH:8][CH2:7][C@@H:6]1[C:11]([OH:13])=[O:12].[OH:26][C:27]1([C:32]2[CH:37]=[CH:36][CH:35]=[CH:34][CH:33]=2)[CH2:30][C:29](=O)[CH2:28]1.C([BH3-])#N, predict the reaction product. The product is: [OH:1][CH:2]([C:14]1[C:23]2[C:18](=[CH:19][CH:20]=[C:21]([O:24][CH3:25])[CH:22]=2)[N:17]=[CH:16][CH:15]=1)[CH2:3][CH2:4][C@@H:5]1[CH2:10][CH2:9][N:8]([CH:29]2[CH2:28][C:27]([OH:26])([C:32]3[CH:37]=[CH:36][CH:35]=[CH:34][CH:33]=3)[CH2:30]2)[CH2:7][C@@H:6]1[C:11]([OH:13])=[O:12]. (6) Given the reactants [NH:1]1[CH2:5][CH2:4][CH2:3][C@@H:2]1[CH2:6][NH2:7].CN(C=O)C.[Br:13][C:14]1[C:15](=[O:36])[C:16]([O:28][CH2:29][C:30]2[CH:35]=[CH:34][CH:33]=[CH:32][CH:31]=2)=[C:17]([C:24](OC)=[O:25])[N:18]([CH2:20][CH:21](O)O)[CH:19]=1.[Br-], predict the reaction product. The product is: [Br:13][C:14]1[C:15](=[O:36])[C:16]([O:28][CH2:29][C:30]2[CH:35]=[CH:34][CH:33]=[CH:32][CH:31]=2)=[C:17]2[C:24](=[O:25])[N:7]3[CH2:6][C@H:2]4[CH2:3][CH2:4][CH2:5][N:1]4[C@@H:21]3[CH2:20][N:18]2[CH:19]=1. (7) Given the reactants [C:1]([C:3]1[CH:4]=[C:5]([CH:10]=[C:11]([C:15]#[CH:16])[C:12]=1[O:13][CH3:14])[C:6]([O:8][CH3:9])=[O:7])#[N:2], predict the reaction product. The product is: [C:1]([C:3]1[CH:4]=[C:5]([CH:10]=[C:11]([CH2:15][CH3:16])[C:12]=1[O:13][CH3:14])[C:6]([O:8][CH3:9])=[O:7])#[N:2]. (8) Given the reactants [CH3:1][C:2]1[C:7]([NH:8][C:9]([C:11]2[S:15][C:14]([NH:16][C:17]3[CH:18]=[C:19]([N:24]4[CH2:29][CH2:28][N:27]([CH2:30][CH2:31][OH:32])[CH2:26][CH2:25]4)[N:20]=[C:21]([CH3:23])[N:22]=3)=[N:13][CH:12]=2)=[O:10])=[C:6]([Cl:33])[CH:5]=[CH:4][CH:3]=1.ClC(O[C:38]1[CH:43]=C[C:41]([N+:44]([O-])=O)=[CH:40][CH:39]=1)=O.C1COCC1.NCCCCCN, predict the reaction product. The product is: [CH3:1][C:2]1[C:7]([NH:8][C:9]([C:11]2[S:15][C:14]([NH:16][C:17]3[CH:18]=[C:19]([N:24]4[CH2:29][CH2:28][N:27]([CH2:30][CH2:31][OH:32])[CH2:26][CH2:25]4)[N:20]=[C:21]([CH3:23])[N:22]=3)=[N:13][CH:12]=2)=[O:10])=[C:6]([Cl:33])[CH:5]=[CH:4][CH:3]=1.[CH2:41]([NH2:44])[CH2:40][CH2:39][CH2:38][CH3:43].